From a dataset of Reaction yield outcomes from USPTO patents with 853,638 reactions. Predict the reaction yield, written as a fraction of the theoretical maximum amount of product (1.0 means a 100% yield; for example, 0.34 means a 34% yield). (1) The reactants are [CH2:1]([O:3][C:4]([C:6]1[C:7]([C:25]2[CH:30]=[C:29]([CH3:31])[C:28]([OH:32])=[C:27]([CH3:33])[CH:26]=2)=[C:8]([CH3:24])[N:9]2[CH2:18][CH2:17][C:16]3[C:11](=[CH:12][C:13]([N+:21]([O-])=O)=[C:14]([O:19][CH3:20])[CH:15]=3)[C:10]=12)=[O:5])[CH3:2].[H][H]. The catalyst is C(O)C.[Pd]. The product is [CH2:1]([O:3][C:4]([C:6]1[C:7]([C:25]2[CH:26]=[C:27]([CH3:33])[C:28]([OH:32])=[C:29]([CH3:31])[CH:30]=2)=[C:8]([CH3:24])[N:9]2[CH2:18][CH2:17][C:16]3[C:11](=[CH:12][C:13]([NH2:21])=[C:14]([O:19][CH3:20])[CH:15]=3)[C:10]=12)=[O:5])[CH3:2]. The yield is 0.590. (2) The reactants are [C:1]([C:3]1[CH:4]=[C:5]2[C:10](=[CH:11][C:12]=1[O:13][C:14]1[CH:22]=[CH:21][C:17]([C:18]([OH:20])=O)=[CH:16][CH:15]=1)[O:9][CH2:8][CH2:7][CH:6]2[C:23]([O:25][CH3:26])=[O:24])#[N:2].C1C=NC2N(O)N=NC=2C=1.Cl.C(N=C=NCCCN(C)C)C.[NH2:49][C:50]1[CH:59]=[C:58]2[C:53]([CH2:54][CH2:55][N:56]([C:60]([O:62][C:63]([CH3:66])([CH3:65])[CH3:64])=[O:61])[CH2:57]2)=[CH:52][CH:51]=1. The catalyst is CN(C)C=O.O. The product is [C:1]([C:3]1[CH:4]=[C:5]2[C:10](=[CH:11][C:12]=1[O:13][C:14]1[CH:15]=[CH:16][C:17]([C:18]([NH:49][C:50]3[CH:59]=[C:58]4[C:53]([CH2:54][CH2:55][N:56]([C:60]([O:62][C:63]([CH3:66])([CH3:65])[CH3:64])=[O:61])[CH2:57]4)=[CH:52][CH:51]=3)=[O:20])=[CH:21][CH:22]=1)[O:9][CH2:8][CH2:7][CH:6]2[C:23]([O:25][CH3:26])=[O:24])#[N:2]. The yield is 0.590. (3) The reactants are [NH:1]1[CH:5]=[C:4]([C:6]2[C:7]3[CH:14]=[CH:13][N:12]([CH2:15][O:16][CH2:17][CH2:18][Si:19]([CH3:22])([CH3:21])[CH3:20])[C:8]=3[N:9]=[CH:10][N:11]=2)[CH:3]=[N:2]1.C(#N)C.[N:26]12CCCN=C1C[CH2:30][CH2:29][CH2:28][CH2:27]2. The catalyst is C(#N)C=CC. The product is [CH3:20][Si:19]([CH3:22])([CH3:21])[CH2:18][CH2:17][O:16][CH2:15][N:12]1[C:8]2[N:9]=[CH:10][N:11]=[C:6]([C:4]3[CH:5]=[N:1][N:2]([CH:29]([CH3:30])[CH2:28][C:27]#[N:26])[CH:3]=3)[C:7]=2[CH:14]=[CH:13]1. The yield is 0.975. (4) The reactants are Br[C:2]1[CH:7]=[C:6]([C:8]2[C:9]([C:32]3[CH:37]=[CH:36][CH:35]=[C:34]([CH3:38])[N:33]=3)=[N:10][N:11](C(C3C=CC=CC=3)(C3C=CC=CC=3)C3C=CC=CC=3)[CH:12]=2)[CH:5]=[CH:4][N:3]=1.[CH3:39][S:40]([C:43]1[CH:48]=[CH:47][C:46](B(O)O)=[CH:45][CH:44]=1)(=[O:42])=[O:41]. No catalyst specified. The product is [CH3:39][S:40]([C:43]1[CH:48]=[CH:47][C:46]([C:4]2[CH:5]=[C:6]([C:8]3[C:9]([C:32]4[CH:37]=[CH:36][CH:35]=[C:34]([CH3:38])[N:33]=4)=[N:10][NH:11][CH:12]=3)[CH:7]=[CH:2][N:3]=2)=[CH:45][CH:44]=1)(=[O:42])=[O:41]. The yield is 0.250. (5) The yield is 0.349. The reactants are [OH:1][B:2]1[C:6]2[C:7]([N:11]([CH3:18])[CH2:12][C:13]([O:15]CC)=[O:14])=[CH:8][CH:9]=[CH:10][C:5]=2[CH2:4][O:3]1.O[Li].O.CO.O. The product is [OH:1][B:2]1[C:6]2[C:7]([N:11]([CH3:18])[CH2:12][C:13]([OH:15])=[O:14])=[CH:8][CH:9]=[CH:10][C:5]=2[CH2:4][O:3]1. The catalyst is C1COCC1. (6) The reactants are [CH3:1][O:2][C:3]1[CH:4]=[C:5]([CH2:20][C:21]([OH:23])=O)[CH:6]=[CH:7][C:8]=1[NH:9][C:10]([NH:12][C:13]1[CH:18]=[CH:17][CH:16]=[CH:15][C:14]=1[CH3:19])=[O:11].[Cl:24][C:25]1[CH:26]=[C:27]([CH:32]=[CH:33][C:34]=1[O:35][CH2:36][C@@H:37]([NH:39][CH3:40])[CH3:38])[C:28]([O:30][CH3:31])=[O:29].C1C=CC2N(O)N=NC=2C=1. The catalyst is CN(C1C=CN=CC=1)C.CN(C=O)C.CCOC(C)=O. The product is [Cl:24][C:25]1[CH:26]=[C:27]([CH:32]=[CH:33][C:34]=1[O:35][CH2:36][C@@H:37]([N:39]([CH3:40])[C:21](=[O:23])[CH2:20][C:5]1[CH:6]=[CH:7][C:8]([NH:9][C:10]([NH:12][C:13]2[CH:18]=[CH:17][CH:16]=[CH:15][C:14]=2[CH3:19])=[O:11])=[C:3]([O:2][CH3:1])[CH:4]=1)[CH3:38])[C:28]([O:30][CH3:31])=[O:29]. The yield is 1.00. (7) The catalyst is N1C=CC=CC=1. The product is [C:26]([C:23]1([C:19]2[CH:18]=[C:17]([CH:22]=[CH:21][CH:20]=2)[C:16]([NH:15][C:11]2[CH:12]=[CH:13][CH:14]=[C:9]([O:8][C:5]3[CH:6]=[N:7][C:2]([NH:1][S:36]([C:33]4[CH:34]=[CH:35][C:30]([CH3:29])=[CH:31][CH:32]=4)(=[O:38])=[O:37])=[CH:3][CH:4]=3)[CH:10]=2)=[O:28])[CH2:24][CH2:25]1)#[N:27]. The reactants are [NH2:1][C:2]1[N:7]=[CH:6][C:5]([O:8][C:9]2[CH:10]=[C:11]([NH:15][C:16](=[O:28])[C:17]3[CH:22]=[CH:21][CH:20]=[C:19]([C:23]4([C:26]#[N:27])[CH2:25][CH2:24]4)[CH:18]=3)[CH:12]=[CH:13][CH:14]=2)=[CH:4][CH:3]=1.[CH3:29][C:30]1[CH:35]=[CH:34][C:33]([S:36](Cl)(=[O:38])=[O:37])=[CH:32][CH:31]=1.O. The yield is 0.920.